The task is: Predict the reaction yield, written as a fraction of the theoretical maximum amount of product (1.0 means a 100% yield; for example, 0.34 means a 34% yield).. This data is from Reaction yield outcomes from USPTO patents with 853,638 reactions. (1) The reactants are [Cl:1][C:2]1[CH:10]=[C:9]2[C:5]([C:6]([C:11]([O:13]C)=[O:12])=[CH:7][NH:8]2)=[CH:4][C:3]=1[C:15]1[CH:20]=[CH:19][C:18]([C:21]2([OH:25])[CH2:24][O:23][CH2:22]2)=[C:17]([O:26][CH3:27])[CH:16]=1.[OH-].[Na+]. The catalyst is CO. The product is [Cl:1][C:2]1[CH:10]=[C:9]2[C:5]([C:6]([C:11]([OH:13])=[O:12])=[CH:7][NH:8]2)=[CH:4][C:3]=1[C:15]1[CH:20]=[CH:19][C:18]([C:21]2([OH:25])[CH2:24][O:23][CH2:22]2)=[C:17]([O:26][CH3:27])[CH:16]=1. The yield is 0.175. (2) The reactants are CO.CCN(CC)CC.[NH2:10][C:11]1[C:16]([N+:17]([O-])=O)=[CH:15][C:14]([C:20]2[CH:21]=[N:22][C:23]([C:26]([OH:29])([CH3:28])[CH3:27])=[N:24][CH:25]=2)=[C:13]([F:30])[C:12]=1[CH:31]1[CH2:35][CH2:34][CH2:33][O:32]1. The yield is 0.990. The product is [NH2:10][C:11]1[C:16]([NH2:17])=[CH:15][C:14]([C:20]2[CH:21]=[N:22][C:23]([C:26]([OH:29])([CH3:27])[CH3:28])=[N:24][CH:25]=2)=[C:13]([F:30])[C:12]=1[CH:31]1[CH2:35][CH2:34][CH2:33][O:32]1. The catalyst is [Pd].C1COCC1.